Dataset: Reaction yield outcomes from USPTO patents with 853,638 reactions. Task: Predict the reaction yield, written as a fraction of the theoretical maximum amount of product (1.0 means a 100% yield; for example, 0.34 means a 34% yield). The reactants are [NH2:1][C:2]1[CH:9]=[CH:8][CH:7]=[C:6]([C:10]#[C:11][C:12]([CH3:15])([CH3:14])[CH3:13])[C:3]=1[C:4]#[N:5]. The catalyst is CCOC(C)=O.CCO.[Pd]. The product is [NH2:1][C:2]1[CH:9]=[CH:8][CH:7]=[C:6]([CH2:10][CH2:11][C:12]([CH3:15])([CH3:14])[CH3:13])[C:3]=1[C:4]#[N:5]. The yield is 0.880.